From a dataset of Full USPTO retrosynthesis dataset with 1.9M reactions from patents (1976-2016). Predict the reactants needed to synthesize the given product. (1) Given the product [Cl:19][C:20]1[CH:21]=[C:22]([NH:13][C:12]2[C:11]3[C:10](=[CH:9][CH:8]=[C:6]4[N:7]=[C:3]([C:1]#[N:2])[S:4][C:5]4=3)[N:14]=[CH:15][N:16]=2)[CH:24]=[CH:25][C:26]=1[F:27], predict the reactants needed to synthesize it. The reactants are: [C:1]([C:3]1[S:4][C:5]2[C:11]([C:12]#[N:13])=[C:10](/[N:14]=[CH:15]/[N:16](C)C)[CH:9]=[CH:8][C:6]=2[N:7]=1)#[N:2].[Cl:19][C:20]1[CH:21]=[C:22]([CH:24]=[CH:25][C:26]=1[F:27])N.[K+].[Br-]. (2) Given the product [F:1][C:2]([F:33])([F:34])[C:3]1[CH:8]=[C:7]([C:9]([F:10])([F:11])[F:12])[CH:6]=[CH:5][C:4]=1[C:13]1[CH:14]=[C:15]([CH:29]([CH2:36][CH2:37][CH3:38])[C:30]([OH:32])=[O:31])[CH:16]=[CH:17][C:18]=1[C:19]1[CH:20]=[CH:21][C:22]([C:25]([F:26])([F:27])[F:28])=[CH:23][CH:24]=1, predict the reactants needed to synthesize it. The reactants are: [F:1][C:2]([F:34])([F:33])[C:3]1[CH:8]=[C:7]([C:9]([F:12])([F:11])[F:10])[CH:6]=[CH:5][C:4]=1[C:13]1[CH:14]=[C:15]([CH2:29][C:30]([OH:32])=[O:31])[CH:16]=[CH:17][C:18]=1[C:19]1[CH:24]=[CH:23][C:22]([C:25]([F:28])([F:27])[F:26])=[CH:21][CH:20]=1.Br[CH2:36][CH2:37][CH3:38]. (3) The reactants are: C(O[C:6]([N:8](C)[CH2:9][C:10]([NH:12][CH2:13][CH2:14][CH2:15][P+:16]([C:29]1[CH:34]=[CH:33][CH:32]=[CH:31][CH:30]=1)([C:23]1[CH:28]=[CH:27][CH:26]=[CH:25][CH:24]=1)[C:17]1[CH:22]=[CH:21][CH:20]=[CH:19][CH:18]=1)=[O:11])=O)(C)(C)C.[Cl-:36].Cl.C(OCC)C.N. Given the product [CH3:6][NH:8][CH2:9][C:10]([NH:12][CH2:13][CH2:14][CH2:15][P+:16]([C:29]1[CH:34]=[CH:33][CH:32]=[CH:31][CH:30]=1)([C:23]1[CH:24]=[CH:25][CH:26]=[CH:27][CH:28]=1)[C:17]1[CH:22]=[CH:21][CH:20]=[CH:19][CH:18]=1)=[O:11].[Cl-:36], predict the reactants needed to synthesize it.